From a dataset of Peptide-MHC class II binding affinity with 134,281 pairs from IEDB. Regression. Given a peptide amino acid sequence and an MHC pseudo amino acid sequence, predict their binding affinity value. This is MHC class II binding data. (1) The binding affinity (normalized) is 0.243. The peptide sequence is HGRQIRMAKLFGRDPE. The MHC is DRB1_0701 with pseudo-sequence DRB1_0701. (2) The peptide sequence is SVLSVKLAGNSSLCSTSG. The MHC is DRB1_0301 with pseudo-sequence DRB1_0301. The binding affinity (normalized) is 0.0295.